Dataset: Reaction yield outcomes from USPTO patents with 853,638 reactions. Task: Predict the reaction yield, written as a fraction of the theoretical maximum amount of product (1.0 means a 100% yield; for example, 0.34 means a 34% yield). (1) The reactants are [CH3:1][NH:2][C:3]([C@@H:5]1[CH2:10][CH2:9][CH2:8][CH2:7][C@@H:6]1[NH:11][C:12]1[C:17]([Cl:18])=[CH:16][N:15]=[C:14](Cl)[N:13]=1)=[O:4].[CH2:20]([N:22]1[CH2:28][CH2:27][C:26]2[CH:29]=[C:30]([NH2:33])[CH:31]=[CH:32][C:25]=2[CH2:24][CH2:23]1)[CH3:21].C12(CS(O)(=O)=O)C(C)(C)C(CC1)CC2=O.C(=O)(O)[O-].[Na+]. The catalyst is C(O)(C)C. The product is [CH3:1][NH:2][C:3]([C@@H:5]1[CH2:10][CH2:9][CH2:8][CH2:7][C@@H:6]1[NH:11][C:12]1[C:17]([Cl:18])=[CH:16][N:15]=[C:14]([NH:33][C:30]2[CH:31]=[CH:32][C:25]3[CH2:24][CH2:23][N:22]([CH2:20][CH3:21])[CH2:28][CH2:27][C:26]=3[CH:29]=2)[N:13]=1)=[O:4]. The yield is 0.470. (2) The reactants are [I:1][C:2]1[CH:11]=[CH:10][C:9]2[NH:8][C:7](=[O:12])[C:6]3=[C:13]([CH3:16])[NH:14][N:15]=[C:5]3[C:4]=2[CH:3]=1.[O:17]1[CH:22]=[CH:21][CH2:20][CH2:19][CH2:18]1.C1(C)C=CC(S(O)(=O)=O)=CC=1. No catalyst specified. The product is [I:1][C:2]1[CH:11]=[CH:10][C:9]2[NH:8][C:7](=[O:12])[C:6]3=[C:13]([CH3:16])[N:14]([CH:18]4[CH2:19][CH2:20][CH2:21][CH2:22][O:17]4)[N:15]=[C:5]3[C:4]=2[CH:3]=1. The yield is 0.720. (3) The reactants are [Br:1][C:2]1[C:3]([CH:8]=O)=[N:4][CH:5]=[CH:6][CH:7]=1.C(N(CC)C(C)C)(C)C.[N:19]1([C:25]([O:27][C:28]([CH3:31])([CH3:30])[CH3:29])=[O:26])[CH2:24][CH2:23][NH:22][CH2:21][CH2:20]1.C(O[BH-](OC(=O)C)OC(=O)C)(=O)C.[Na+]. The catalyst is ClCCl. The product is [Br:1][C:2]1[C:3]([CH2:8][N:22]2[CH2:21][CH2:20][N:19]([C:25]([O:27][C:28]([CH3:31])([CH3:30])[CH3:29])=[O:26])[CH2:24][CH2:23]2)=[N:4][CH:5]=[CH:6][CH:7]=1. The yield is 0.290. (4) The reactants are [CH2:1](I)[CH3:2].[Li]C(C)(C)C.CCCCC.[C:14]([N:33]1[CH:37]=[C:36]([CH:38]=[O:39])[N:35]=[CH:34]1)([C:27]1[CH:32]=[CH:31][CH:30]=[CH:29][CH:28]=1)([C:21]1[CH:26]=[CH:25][CH:24]=[CH:23][CH:22]=1)[C:15]1[CH:20]=[CH:19][CH:18]=[CH:17][CH:16]=1.Cl. The catalyst is CCOCC.C1COCC1. The product is [C:14]([N:33]1[CH:37]=[C:36]([CH:38]([OH:39])[CH2:1][CH3:2])[N:35]=[CH:34]1)([C:27]1[CH:28]=[CH:29][CH:30]=[CH:31][CH:32]=1)([C:21]1[CH:22]=[CH:23][CH:24]=[CH:25][CH:26]=1)[C:15]1[CH:20]=[CH:19][CH:18]=[CH:17][CH:16]=1. The yield is 0.560. (5) The reactants are [F:1][C:2]1([F:28])[CH2:7][CH2:6][CH:5]([CH2:8][N:9]2[C:17]3[C:12](=[N:13][CH:14]=[C:15]([C:18]4[C:19]([CH3:24])=[N:20][O:21][C:22]=4[CH3:23])[CH:16]=3)[C:11](B(O)O)=[CH:10]2)[CH2:4][CH2:3]1.C(#N)C.Br[C:33]1[CH:38]=[CH:37][C:36]([CH:39]([F:41])[F:40])=[CH:35][CH:34]=1.C(=O)([O-])[O-].[K+].[K+]. The catalyst is O.C1C=CC(P(C2C=CC=CC=2)[C-]2C=CC=C2)=CC=1.C1C=CC(P(C2C=CC=CC=2)[C-]2C=CC=C2)=CC=1.Cl[Pd]Cl.[Fe+2]. The product is [F:1][C:2]1([F:28])[CH2:7][CH2:6][CH:5]([CH2:8][N:9]2[C:17]3[C:12](=[N:13][CH:14]=[C:15]([C:18]4[C:19]([CH3:24])=[N:20][O:21][C:22]=4[CH3:23])[CH:16]=3)[C:11]([C:33]3[CH:38]=[CH:37][C:36]([CH:39]([F:41])[F:40])=[CH:35][CH:34]=3)=[CH:10]2)[CH2:4][CH2:3]1. The yield is 0.286. (6) The reactants are [N:1]1([C:11](=[O:16])[C:12]([F:15])([F:14])[F:13])[C:10]2[C:5](=[CH:6][CH:7]=[CH:8][CH:9]=2)[CH2:4][CH2:3][CH2:2]1.[S:17]([Cl:21])(=O)(=[O:19])[OH:18]. The catalyst is O. The product is [F:13][C:12]([F:14])([F:15])[C:11]([N:1]1[C:10]2[C:5](=[CH:6][C:7]([S:17]([Cl:21])(=[O:19])=[O:18])=[CH:8][CH:9]=2)[CH2:4][CH2:3][CH2:2]1)=[O:16]. The yield is 0.210.